Dataset: Reaction yield outcomes from USPTO patents with 853,638 reactions. Task: Predict the reaction yield, written as a fraction of the theoretical maximum amount of product (1.0 means a 100% yield; for example, 0.34 means a 34% yield). (1) The reactants are [Br:1][C:2]1[CH:7]=[C:6]([F:8])[CH:5]=[C:4]([N+]([O-])=O)[C:3]=1[CH:12]=[C:13]([N:15]1CCCC1)C.O.NN. The catalyst is CO.C1COCC1.[Ni]. The product is [Br:1][C:2]1[CH:7]=[C:6]([F:8])[CH:5]=[C:4]2[C:3]=1[CH:12]=[CH:13][NH:15]2. The yield is 0.370. (2) The reactants are [CH3:1][C:2]1[CH:3]=[C:4]([C:8]([C:10]2[CH:11]=[N:12][C:13]([O:16][CH3:17])=[CH:14][CH:15]=2)=O)[O:5][C:6]=1[CH3:7].[NH3:18]. The catalyst is CO. The product is [CH3:17][O:16][C:13]1[N:12]=[CH:11][C:10]([C:8]2[C:4]([OH:5])=[CH:3][C:2]([CH3:1])=[C:6]([CH3:7])[N:18]=2)=[CH:15][CH:14]=1. The yield is 0.860. (3) The reactants are [C:1]([O:5][C:6](=[O:22])[NH:7][C@H:8]([C:19](=O)[NH2:20])[CH2:9][C:10]1[CH:15]=[CH:14][C:13]([N+:16]([O-:18])=[O:17])=[CH:12][CH:11]=1)([CH3:4])([CH3:3])[CH3:2].COC1C=CC(P2(SP(C3C=CC(OC)=CC=3)(=S)S2)=[S:32])=CC=1. The catalyst is C1COCC1. The product is [C:1]([O:5][C:6](=[O:22])[NH:7][C@H:8]([C:19](=[S:32])[NH2:20])[CH2:9][C:10]1[CH:15]=[CH:14][C:13]([N+:16]([O-:18])=[O:17])=[CH:12][CH:11]=1)([CH3:4])([CH3:3])[CH3:2]. The yield is 0.830. (4) The yield is 0.170. The reactants are [Cl:1][C:2]1[CH:7]=[CH:6][CH:5]=[CH:4][C:3]=1[C:8](=O)[CH2:9][C:10](=O)[C:11]([F:14])([F:13])[F:12].ClCC(C1C=CC=CC=1)=O.[NH2:27][C:28]1[N:29]=[CH:30][NH:31][C:32]=1[C:33]#[N:34]. The product is [Cl:1][C:2]1[CH:7]=[CH:6][CH:5]=[CH:4][C:3]=1[C:8]1[CH:9]=[C:10]([C:11]([F:14])([F:13])[F:12])[N:29]2[CH:30]=[N:31][C:32]([C:33]#[N:34])=[C:28]2[N:27]=1. No catalyst specified. (5) The yield is 1.02. The reactants are C(OC([NH:11][N:12]([C@@H:23]([CH:27]1[CH2:32][CH2:31][CH2:30][CH2:29][CH2:28]1)[CH2:24][CH:25]=[CH2:26])[C:13](=[O:22])[C:14]1[CH:19]=[C:18]([CH3:20])[CH:17]=[C:16]([CH3:21])[CH:15]=1)=O)C1C=CC=CC=1. The catalyst is C(O)(=O)C.[Pd]. The product is [CH:27]1([C@H:23]([N:12]([C:13](=[O:22])[C:14]2[CH:19]=[C:18]([CH3:20])[CH:17]=[C:16]([CH3:21])[CH:15]=2)[NH2:11])[CH2:24][CH2:25][CH3:26])[CH2:32][CH2:31][CH2:30][CH2:29][CH2:28]1.